Predict the reaction yield, written as a fraction of the theoretical maximum amount of product (1.0 means a 100% yield; for example, 0.34 means a 34% yield). From a dataset of Reaction yield outcomes from USPTO patents with 853,638 reactions. (1) The reactants are C(OC(=O)[NH:7][C:8]1[CH:13]=[C:12]([O:14][C:15]2[N:20]=[C:19]3[S:21][C:22]([NH:24][C:25]([CH:27]4[CH2:29][CH2:28]4)=[O:26])=[N:23][C:18]3=[CH:17][CH:16]=2)[C:11]([Cl:30])=[CH:10][C:9]=1[F:31])(C)(C)C. The catalyst is FC(F)(F)C(O)=O. The product is [NH2:7][C:8]1[C:9]([F:31])=[CH:10][C:11]([Cl:30])=[C:12]([CH:13]=1)[O:14][C:15]1[N:20]=[C:19]2[S:21][C:22]([NH:24][C:25]([CH:27]3[CH2:28][CH2:29]3)=[O:26])=[N:23][C:18]2=[CH:17][CH:16]=1. The yield is 0.930. (2) The reactants are [CH2:1]([N:8]1[CH2:13][CH2:12][C:11](=[O:14])[CH:10]([CH3:15])[CH2:9]1)[C:2]1[CH:7]=[CH:6][CH:5]=[CH:4][CH:3]=1.[CH3:16][Si](C)(C)[N-][Si](C)(C)C.[Li+].IC. The catalyst is C1COCC1. The product is [CH2:1]([N:8]1[CH2:13][CH:12]([CH3:16])[C:11](=[O:14])[CH:10]([CH3:15])[CH2:9]1)[C:2]1[CH:3]=[CH:4][CH:5]=[CH:6][CH:7]=1. The yield is 0.315. (3) The reactants are [Cl:1][C:2]1[CH:3]=[CH:4][C:5](F)=[C:6]([CH:9]=1)[CH:7]=[O:8].[N+:11]([C:14]1[CH:19]=[CH:18][C:17]([OH:20])=[CH:16][CH:15]=1)([O-:13])=[O:12].C([O-])([O-])=O.[K+].[K+]. The catalyst is CN(C)C(=O)C. The product is [Cl:1][C:2]1[CH:3]=[CH:4][C:5]([O:20][C:17]2[CH:18]=[CH:19][C:14]([N+:11]([O-:13])=[O:12])=[CH:15][CH:16]=2)=[C:6]([CH:9]=1)[CH:7]=[O:8]. The yield is 0.730. (4) The reactants are [CH2:1]([O:8][C:9]1[CH:10]=[CH:11][C:12]([OH:17])=[C:13]([CH:16]=1)[CH:14]=[O:15])[C:2]1[CH:7]=[CH:6][CH:5]=[CH:4][CH:3]=1.Br[C:19]([CH3:26])([CH3:25])[C:20]([O:22][CH2:23][CH3:24])=[O:21].C(=O)([O-])[O-].[Cs+].[Cs+]. The catalyst is CN(C=O)C. The product is [CH2:23]([O:22][C:20](=[O:21])[C:19]([O:17][C:12]1[CH:11]=[CH:10][C:9]([O:8][CH2:1][C:2]2[CH:3]=[CH:4][CH:5]=[CH:6][CH:7]=2)=[CH:16][C:13]=1[CH:14]=[O:15])([CH3:26])[CH3:25])[CH3:24]. The yield is 0.890. (5) The reactants are C[O:2][C:3]([C:5]1[C:6]([C:14]2[CH:19]=[CH:18][CH:17]=[CH:16][C:15]=2[N+:20]([O-:22])=[O:21])=[CH:7][CH:8]=[C:9]([C:11](=[S:13])[NH2:12])[CH:10]=1)=[O:4].[F:23][C:24]1[CH:25]=[C:26]([CH:31]=[CH:32][C:33]=1[F:34])[C:27](=O)[CH2:28]Br. No catalyst specified. The product is [F:23][C:24]1[CH:25]=[C:26]([C:27]2[N:12]=[C:11]([C:9]3[CH:10]=[C:5]([C:3]([OH:2])=[O:4])[C:6]([C:14]4[CH:19]=[CH:18][CH:17]=[CH:16][C:15]=4[N+:20]([O-:22])=[O:21])=[CH:7][CH:8]=3)[S:13][CH:28]=2)[CH:31]=[CH:32][C:33]=1[F:34]. The yield is 0.410. (6) The product is [CH2:12]([NH:8][C:1]([N:3]1[CH:7]=[CH:6][N:5]=[CH:4]1)=[O:2])[CH2:11][C:13]1[CH:18]=[CH:17][CH:16]=[CH:15][CH:14]=1. The reactants are [C:1]([N:8]1[CH:12]=[CH:11]N=C1)([N:3]1[CH:7]=[CH:6][N:5]=[CH:4]1)=[O:2].[CH:13]1[CH:18]=[CH:17][C:16](CCN)=[CH:15][CH:14]=1.O. The catalyst is ClCCl. The yield is 0.920.